The task is: Predict the product of the given reaction.. This data is from Forward reaction prediction with 1.9M reactions from USPTO patents (1976-2016). (1) Given the reactants Cl.[C:2]([O:6][C:7](=[O:15])[NH:8][C:9]1([C:12](=[NH:14])[NH2:13])[CH2:11][CH2:10]1)([CH3:5])([CH3:4])[CH3:3].CN([C:19]([CH:21]=[CH2:22])=O)C.CNC, predict the reaction product. The product is: [C:2]([O:6][C:7](=[O:15])[NH:8][C:9]1([C:12]2[N:13]=[CH:22][CH:21]=[CH:19][N:14]=2)[CH2:11][CH2:10]1)([CH3:5])([CH3:3])[CH3:4]. (2) The product is: [CH3:9][O:8][C:6]1[N:7]=[C:2]([N:29]([CH2:28][CH2:27][O:26][CH3:25])[CH3:30])[N:3]=[C:4]([NH:10][C:11]2[CH:16]=[CH:15][C:14]([N:17]3[CH:21]=[C:20]([CH3:22])[N:19]=[CH:18]3)=[C:13]([O:23][CH3:24])[CH:12]=2)[N:5]=1. Given the reactants Cl[C:2]1[N:7]=[C:6]([O:8][CH3:9])[N:5]=[C:4]([NH:10][C:11]2[CH:16]=[CH:15][C:14]([N:17]3[CH:21]=[C:20]([CH3:22])[N:19]=[CH:18]3)=[C:13]([O:23][CH3:24])[CH:12]=2)[N:3]=1.[CH3:25][O:26][CH2:27][CH2:28][NH:29][CH3:30], predict the reaction product. (3) The product is: [CH2:32]([O:31][C:29]([N:23]1[CH2:22][CH2:28][C:25]2([CH2:27][CH2:26]2)[CH2:24]1)=[O:30])[C:33]1[CH:34]=[CH:35][CH:36]=[CH:37][CH:38]=1. Given the reactants BrC1C=C2C(C3C=CC(C(=O)COC([CH:22]4[CH2:28][C:25]5([CH2:27][CH2:26]5)[CH2:24][N:23]4[C:29]([O:31][CH2:32][C:33]4[CH:38]=[CH:37][CH:36]=[CH:35][CH:34]=4)=[O:30])=O)=CC=3C2(F)F)=CC=1.C([O-])(=O)C.[NH4+], predict the reaction product. (4) Given the reactants [Cl:1][C:2]1[CH:26]=[CH:25][C:5]([C:6]([NH:8][CH:9]([CH2:13][C:14]2[C:23]3[C:18](=[CH:19][CH:20]=[CH:21][CH:22]=3)[NH:17][C:16](=[O:24])[CH:15]=2)[C:10]([OH:12])=[S:11])=[O:7])=[CH:4][CH:3]=1.[F:27][C:28]1[CH:35]=[CH:34][C:33]([F:36])=[CH:32][C:29]=1[CH2:30]Br, predict the reaction product. The product is: [Cl:1][C:2]1[CH:3]=[CH:4][C:5]([C:6]([NH:8][CH:9]([CH2:13][C:14]2[C:23]3[C:18](=[CH:19][CH:20]=[CH:21][CH:22]=3)[NH:17][C:16](=[O:24])[CH:15]=2)[C:10]([S:11][CH2:30][C:29]2[CH:32]=[C:33]([F:36])[CH:34]=[CH:35][C:28]=2[F:27])=[O:12])=[O:7])=[CH:25][CH:26]=1. (5) Given the reactants C([NH:4][C@H:5]([CH2:11][C:12]1[CH:21]=[CH:20][C:19]2[CH2:18][CH2:17][CH2:16][CH2:15][C:14]=2[CH:13]=1)[C:6]([O:8]CC)=[O:7])(=O)C, predict the reaction product. The product is: [NH2:4][C@H:5]([CH2:11][C:12]1[CH:21]=[CH:20][C:19]2[CH2:18][CH2:17][CH2:16][CH2:15][C:14]=2[CH:13]=1)[C:6]([OH:8])=[O:7]. (6) Given the reactants [CH3:1][O:2][C:3]1[CH:4]=[C:5]2[C:9](=[CH:10][CH:11]=1)[CH2:8][C:7]([CH3:12])=[C:6]2[CH:13]([CH3:17])[C:14]([OH:16])=[O:15].Br[CH:19](C)[C:20](OCC)=O.BrCC(OCC)=[O:29], predict the reaction product. The product is: [OH:29][C:6]1([CH:13]([CH3:17])[C:14]([O:16][CH2:19][CH3:20])=[O:15])[C:5]2[C:9](=[CH:10][CH:11]=[C:3]([O:2][CH3:1])[CH:4]=2)[CH2:8][CH:7]1[CH3:12].